From a dataset of Full USPTO retrosynthesis dataset with 1.9M reactions from patents (1976-2016). Predict the reactants needed to synthesize the given product. (1) Given the product [CH3:1][O:2][C:3](=[O:14])[CH2:4][O:5][C:6]1[CH:11]=[CH:10][C:9]([F:12])=[C:8]2[C:7]=1[C:18]([OH:17])=[C:19]([CH2:24][C:25]1[CH:26]=[CH:27][C:28]([Br:31])=[CH:29][CH:30]=1)[C:20]([CH2:21][CH3:22])=[N:13]2, predict the reactants needed to synthesize it. The reactants are: [CH3:1][O:2][C:3](=[O:14])[CH2:4][O:5][C:6]1[CH:11]=[CH:10][C:9]([F:12])=[C:8]([NH2:13])[CH:7]=1.C([O:17][C:18](=O)[CH:19]([CH2:24][C:25]1[CH:30]=[CH:29][C:28]([Br:31])=[CH:27][CH:26]=1)[C:20](=O)[CH2:21][CH3:22])C. (2) Given the product [NH:7]1[C:15]2[C:10](=[CH:11][CH:12]=[CH:13][CH:14]=2)[C:9]([CH:16]([CH3:19])[CH2:17][NH2:18])=[CH:8]1, predict the reactants needed to synthesize it. The reactants are: [H-].[H-].[H-].[H-].[Li+].[Al+3].[NH:7]1[C:15]2[C:10](=[CH:11][CH:12]=[CH:13][CH:14]=2)[C:9]([CH:16]([CH3:19])[C:17]#[N:18])=[CH:8]1. (3) Given the product [Br:1][C:2]1[S:6][C:5]([CH2:7][Cl:17])=[N:4][C:3]=1[C:9]1[CH:10]=[N:11][CH:12]=[CH:13][CH:14]=1, predict the reactants needed to synthesize it. The reactants are: [Br:1][C:2]1[S:6][C:5]([CH2:7]O)=[N:4][C:3]=1[C:9]1[CH:10]=[N:11][CH:12]=[CH:13][CH:14]=1.S(Cl)([Cl:17])=O. (4) Given the product [S:1]1[C:5]2[CH:6]=[CH:7][CH:8]=[CH:9][C:4]=2[N:3]=[C:2]1[N:10]([C:46]([O:45][C:42]([CH3:44])([CH3:43])[CH3:41])=[O:47])[C:11]1[CH:12]=[CH:13][C:14]([O:15][C:16]2[C:17]([C:22]3([C:35]([O:37][CH3:38])=[O:36])[CH2:27][CH2:26][N:25]([C:28]([O:30][C:31]([CH3:32])([CH3:33])[CH3:34])=[O:29])[CH2:24][CH2:23]3)=[N:18][CH:19]=[CH:20][N:21]=2)=[CH:39][CH:40]=1, predict the reactants needed to synthesize it. The reactants are: [S:1]1[C:5]2[CH:6]=[CH:7][CH:8]=[CH:9][C:4]=2[N:3]=[C:2]1[NH:10][C:11]1[CH:40]=[CH:39][C:14]([O:15][C:16]2[C:17]([C:22]3([C:35]([O:37][CH3:38])=[O:36])[CH2:27][CH2:26][N:25]([C:28]([O:30][C:31]([CH3:34])([CH3:33])[CH3:32])=[O:29])[CH2:24][CH2:23]3)=[N:18][CH:19]=[CH:20][N:21]=2)=[CH:13][CH:12]=1.[CH3:41][C:42]([O:45][C:46](O[C:46]([O:45][C:42]([CH3:44])([CH3:43])[CH3:41])=[O:47])=[O:47])([CH3:44])[CH3:43].C1COCC1. (5) Given the product [NH:25]1[C:26]2[C:22](=[CH:21][C:20]([C:7]3[CH:8]=[C:9]([C:10]4[CH:15]=[CH:14][CH:13]=[CH:12][CH:11]=4)[NH:4][C:5](=[O:32])[N:6]=3)=[CH:28][CH:27]=2)[CH:23]=[N:24]1, predict the reactants needed to synthesize it. The reactants are: C([N:4]1[C:9]([C:10]2[CH:15]=[CH:14][CH:13]=[CH:12][C:11]=2OCCC)=[CH:8][C:7]([C:20]2[CH:21]=[C:22]3[C:26](=[CH:27][CH:28]=2)[N:25](C(=O)C)[N:24]=[CH:23]3)=[N:6][C:5]1=[O:32])(=O)C.Cl. (6) Given the product [CH3:19][C:18]1([CH3:20])[C:14]([CH3:13])([CH3:36])[O:15][B:16]([C:21]2[CH:26]=[CH:25][C:24]([C:2]3[CH:7]=[CH:6][C:5]([CH2:8][S:9]([CH3:12])(=[O:11])=[O:10])=[CH:4][CH:3]=3)=[CH:23][CH:22]=2)[O:17]1, predict the reactants needed to synthesize it. The reactants are: Br[C:2]1[CH:7]=[CH:6][C:5]([CH2:8][S:9]([CH3:12])(=[O:11])=[O:10])=[CH:4][CH:3]=1.[CH3:13][C:14]1([CH3:36])[C:18]([CH3:20])([CH3:19])[O:17][B:16]([C:21]2[CH:26]=[CH:25][C:24](B3OC(C)(C)C(C)(C)O3)=[CH:23][CH:22]=2)[O:15]1.